This data is from Reaction yield outcomes from USPTO patents with 853,638 reactions. The task is: Predict the reaction yield, written as a fraction of the theoretical maximum amount of product (1.0 means a 100% yield; for example, 0.34 means a 34% yield). (1) The reactants are [C:1]([O:7][CH2:8][CH3:9])(=[O:6])[CH2:2][C:3]([CH3:5])=O.[F:10][C:11]1[C:18]([F:19])=[CH:17][CH:16]=[CH:15][C:12]=1[CH:13]=O.[NH4+:20].[OH-:21]. The catalyst is CCO.C(Cl)Cl. The product is [F:10][C:11]1[C:18]([F:19])=[CH:17][CH:16]=[CH:15][C:12]=1[CH:13]1[C:2]([C:1]([O:7][CH2:8][CH3:9])=[O:6])=[C:3]([CH3:5])[NH:20][C:3]([CH3:5])=[C:2]1[C:1]([O:7][CH2:8][CH3:9])=[O:21]. The yield is 0.690. (2) The reactants are Cl[C:2]1[C:3]([C@@H:13]([N:15]2[C:23](=[O:24])[C:22]3[C:17](=[CH:18][CH:19]=[CH:20][CH:21]=3)[C:16]2=[O:25])[CH3:14])=[N:4][C:5]2[C:10]([N:11]=1)=[C:9]([Cl:12])[CH:8]=[CH:7][CH:6]=2.[CH3:26][S:27][C:28]1[CH:33]=[CH:32][CH:31]=[CH:30][C:29]=1B(O)O.C(=O)([O-])[O-].[K+].[K+].C(Cl)Cl. The catalyst is CN(C=O)C. The product is [Cl:12][C:9]1[CH:8]=[CH:7][CH:6]=[C:5]2[C:10]=1[N:11]=[C:2]([C:29]1[CH:30]=[CH:31][CH:32]=[CH:33][C:28]=1[S:27][CH3:26])[C:3]([C@@H:13]([N:15]1[C:16](=[O:25])[C:17]3[C:22](=[CH:21][CH:20]=[CH:19][CH:18]=3)[C:23]1=[O:24])[CH3:14])=[N:4]2. The yield is 0.950. (3) The reactants are Br[C:2]1[O:6][C:5]([CH2:7][N:8]2[C:16]3[C:11](=[C:12]([C:19]([F:22])([F:21])[F:20])[C:13]([C:17]#[N:18])=[CH:14][CH:15]=3)[CH:10]=[C:9]2[CH:23]2[CH2:25][CH2:24]2)=[CH:4][CH:3]=1.C([O-])(=O)C.[K+].CC1C(C)OB(B2OC(C)C(C)O2)O1.Br[C:46]1[CH:51]=[C:50]([C:52]([F:55])([F:54])[F:53])[CH:49]=[CH:48][C:47]=1[F:56].C(=O)([O-])[O-].[Cs+].[Cs+]. The catalyst is CN(C=O)C.C([O-])(=O)C.[Pd+2].C([O-])(=O)C.C1C=CC([P]([Pd]([P](C2C=CC=CC=2)(C2C=CC=CC=2)C2C=CC=CC=2)([P](C2C=CC=CC=2)(C2C=CC=CC=2)C2C=CC=CC=2)[P](C2C=CC=CC=2)(C2C=CC=CC=2)C2C=CC=CC=2)(C2C=CC=CC=2)C2C=CC=CC=2)=CC=1. The product is [CH:23]1([C:9]2[N:8]([CH2:7][C:5]3[O:6][C:2]([C:46]4[CH:51]=[C:50]([C:52]([F:54])([F:55])[F:53])[CH:49]=[CH:48][C:47]=4[F:56])=[CH:3][CH:4]=3)[C:16]3[C:11]([CH:10]=2)=[C:12]([C:19]([F:22])([F:21])[F:20])[C:13]([C:17]#[N:18])=[CH:14][CH:15]=3)[CH2:25][CH2:24]1. The yield is 0.0130. (4) The reactants are O[C@H:2]1[CH2:12][C@@:11]2([CH3:14])[O:13][C@@:3]31[C@@H:15]1[C@@H:7]([N:8]([C:17]4[CH:24]=[CH:23][C:20]([C:21]#[N:22])=[C:19]([C:25]([F:28])([F:27])[F:26])[CH:18]=4)[C:9](=[O:16])[C@H:10]21)[O:6][CH2:5][CH2:4]3.[CH3:29][O:30][C:31](=[O:52])[CH:32]=P(C1C=CC=CC=1)(C1C=CC=CC=1)C1C=CC=CC=1. The catalyst is C1COCC1. The product is [C:21]([C:20]1[CH:23]=[CH:24][C:17]([N:8]2[C@@H:7]3[C@@H:15]4[C@@H:10]([C@:11]5([CH3:14])[O:13][C@@:3]4([CH2:4][CH2:5][O:6]3)/[C:2](=[CH:32]/[C:31]([O:30][CH3:29])=[O:52])/[CH2:12]5)[C:9]2=[O:16])=[CH:18][C:19]=1[C:25]([F:26])([F:27])[F:28])#[N:22]. The yield is 0.710. (5) The reactants are I[C:2]1[CH:3]=[C:4]([C:20]([NH:22][CH3:23])=[O:21])[C:5](=[O:19])[N:6]([C:9]2[CH:14]=[CH:13][CH:12]=[C:11]([C:15]([F:18])([F:17])[F:16])[CH:10]=2)[C:7]=1[CH3:8].[Cl:24][C:25]1[CH:30]=[CH:29][C:28]([C:31]#[CH:32])=[CH:27][CH:26]=1.CCN(C(C)C)C(C)C. The product is [Cl:24][C:25]1[CH:30]=[CH:29][C:28]([C:31]#[C:32][C:2]2[CH:3]=[C:4]([C:20]([NH:22][CH3:23])=[O:21])[C:5](=[O:19])[N:6]([C:9]3[CH:14]=[CH:13][CH:12]=[C:11]([C:15]([F:18])([F:17])[F:16])[CH:10]=3)[C:7]=2[CH3:8])=[CH:27][CH:26]=1. The yield is 0.780. The catalyst is C(#N)C.[Pd].C1(P(C2C=CC=CC=2)C2C=CC=CC=2)C=CC=CC=1.C1(P(C2C=CC=CC=2)C2C=CC=CC=2)C=CC=CC=1.C1(P(C2C=CC=CC=2)C2C=CC=CC=2)C=CC=CC=1.C1(P(C2C=CC=CC=2)C2C=CC=CC=2)C=CC=CC=1.[Cu]I. (6) The reactants are Cl.[NH:2]1[CH2:7][CH2:6][CH2:5][CH2:4][CH2:3]1.CC(C)=O.[C-]#N.[K+].CN(C)[C:17]1([C:22]#[N:23])[CH2:21]CC[CH2:18]1. The catalyst is O. The product is [CH3:18][C:17]([N:2]1[CH2:7][CH2:6][CH2:5][CH2:4][CH2:3]1)([CH3:21])[C:22]#[N:23]. The yield is 0.770. (7) The product is [CH3:30][O:29][C:27]1[CH:26]=[C:25]([CH2:31][CH2:32][C:33]2[CH:34]=[C:35]([NH:38][C:15](=[O:17])[C:14]3[CH:13]=[CH:12][C:11]([CH:8]4[CH2:7][CH2:6][N:5]([CH2:4][CH2:3][O:2][CH3:1])[CH2:10][CH2:9]4)=[CH:20][CH:19]=3)[NH:36][N:37]=2)[CH:24]=[C:23]([O:22][CH3:21])[CH:28]=1. The catalyst is C1(C)C=CC=CC=1. The yield is 0.349. The reactants are [CH3:1][O:2][CH2:3][CH2:4][N:5]1[CH2:10][CH2:9][CH:8]([C:11]2[CH:20]=[CH:19][C:14]([C:15]([O:17]C)=O)=[CH:13][CH:12]=2)[CH2:7][CH2:6]1.[CH3:21][O:22][C:23]1[CH:24]=[C:25]([CH2:31][CH2:32][C:33]2[CH:34]=[C:35]([NH2:38])[NH:36][N:37]=2)[CH:26]=[C:27]([O:29][CH3:30])[CH:28]=1.C[Al](C)C. (8) The catalyst is C(Cl)Cl. The yield is 0.740. The reactants are P(Cl)(Cl)(Cl)=O.CN([CH:9]=[O:10])C.[C:11]1([S:17]([C:20]2[C:21]([CH2:26][CH2:27][C:28]([OH:30])=[O:29])=[CH:22][NH:23][C:24]=2[CH3:25])(=[O:19])=[O:18])[CH:16]=[CH:15][CH:14]=[CH:13][CH:12]=1. The product is [C:11]1([S:17]([C:20]2[C:21]([CH2:26][CH2:27][C:28]([OH:30])=[O:29])=[C:22]([CH:9]=[O:10])[NH:23][C:24]=2[CH3:25])(=[O:18])=[O:19])[CH:12]=[CH:13][CH:14]=[CH:15][CH:16]=1.